This data is from Forward reaction prediction with 1.9M reactions from USPTO patents (1976-2016). The task is: Predict the product of the given reaction. (1) Given the reactants CN(C)C([S:5][C:6]1[CH:7]=[CH:8][C:9]2[O:13][CH:12]=[CH:11][C:10]=2[CH:14]=1)=O.[OH-].[K+].Cl.O, predict the reaction product. The product is: [SH:5][C:6]1[CH:7]=[CH:8][C:9]2[O:13][CH:12]=[CH:11][C:10]=2[CH:14]=1. (2) Given the reactants P(Br)(Br)[Br:2].[F:5][C:6]1[CH:11]=[CH:10][C:9]([O:12][CH3:13])=[CH:8][C:7]=1[C:14]1[N:19]=[CH:18][C:17]([CH2:20]O)=[CH:16][C:15]=1[CH2:22][C:23]([CH3:26])([CH3:25])[CH3:24].C(=O)([O-])O.[Na+], predict the reaction product. The product is: [Br:2][CH2:20][C:17]1[CH:16]=[C:15]([CH2:22][C:23]([CH3:26])([CH3:25])[CH3:24])[C:14]([C:7]2[CH:8]=[C:9]([O:12][CH3:13])[CH:10]=[CH:11][C:6]=2[F:5])=[N:19][CH:18]=1. (3) Given the reactants C1CCN2C(=NCCC2)CC1.[CH3:12][O:13][C:14]([C:16]1[S:17][C:18]([CH2:21][CH2:22][CH2:23][C@@H:24]2[C@@H:28]([C:29]3[CH:34]=[CH:33][C:32]([CH:35]([O:41][CH2:42][C:43]4[CH:48]=[CH:47][C:46]([O:49][CH3:50])=[CH:45][CH:44]=4)[CH2:36][CH2:37][CH2:38][CH2:39][CH3:40])=[CH:31][CH:30]=3)[C:27](=[O:51])[CH:26]([O:52][C:53](=[O:55])[CH3:54])[CH:25]2OC(=O)C)=[CH:19][CH:20]=1)=[O:15].Cl, predict the reaction product. The product is: [CH3:12][O:13][C:14]([C:16]1[S:17][C:18]([CH2:21][CH2:22][CH2:23][C@@H:24]2[C@@H:28]([C:29]3[CH:34]=[CH:33][C:32]([CH:35]([O:41][CH2:42][C:43]4[CH:48]=[CH:47][C:46]([O:49][CH3:50])=[CH:45][CH:44]=4)[CH2:36][CH2:37][CH2:38][CH2:39][CH3:40])=[CH:31][CH:30]=3)[C:27](=[O:51])[C:26]([O:52][C:53](=[O:55])[CH3:54])=[CH:25]2)=[CH:19][CH:20]=1)=[O:15]. (4) Given the reactants [SH:1][C:2]1[CH:7]=[CH:6][C:5]([CH2:8][C:9]([OH:11])=[O:10])=[CH:4][CH:3]=1.C(=O)([O-])[O-].[K+].[K+].I[CH2:19][CH3:20].[C:21](OCC)(=O)[CH3:22], predict the reaction product. The product is: [CH2:21]([O:10][C:9](=[O:11])[CH2:8][C:5]1[CH:4]=[CH:3][C:2]([S:1][CH2:19][CH3:20])=[CH:7][CH:6]=1)[CH3:22]. (5) Given the reactants [C:1]1([C:7]2([CH2:13][NH:14][C:15](=[O:17])[CH3:16])[CH2:12][CH2:11][CH2:10][CH2:9][CH2:8]2)[CH:6]=[CH:5][CH:4]=[CH:3][CH:2]=1.[Cl:18][S:19](O)(=[O:21])=[O:20], predict the reaction product. The product is: [C:15]([NH:14][CH2:13][C:7]1([C:1]2[CH:6]=[CH:5][C:4]([S:19]([Cl:18])(=[O:21])=[O:20])=[CH:3][CH:2]=2)[CH2:12][CH2:11][CH2:10][CH2:9][CH2:8]1)(=[O:17])[CH3:16]. (6) Given the reactants [H-].[H-].[H-].[H-].[Li+].[Al+3].C[O:8][C:9](=O)[C:10]1[CH:15]=[C:14]([C:16]#[N:17])[CH:13]=[CH:12][C:11]=1[CH2:18][N:19]([CH2:28][C:29]1[C:34]([CH3:35])=[CH:33][CH:32]=[CH:31][N:30]=1)[CH2:20][C:21]1[C:26]([CH3:27])=[CH:25][CH:24]=[CH:23][N:22]=1.C(C(C(C([O-])=O)O)O)([O-])=O.[K+].[Na+], predict the reaction product. The product is: [NH2:17][CH2:16][C:14]1[CH:13]=[CH:12][C:11]([CH2:18][N:19]([CH2:20][C:21]2[C:26]([CH3:27])=[CH:25][CH:24]=[CH:23][N:22]=2)[CH2:28][C:29]2[C:34]([CH3:35])=[CH:33][CH:32]=[CH:31][N:30]=2)=[C:10]([CH2:9][OH:8])[CH:15]=1. (7) Given the reactants [C:1]([O:7]CC)(=[O:6])[CH2:2][C:3]([O-])=O.[H-].[Na+].BrC[C:14]1[S:18][C:17]([C:19]2[CH:24]=[CH:23][CH:22]=[CH:21][CH:20]=2)=[N:16][C:15]=1[C:25]1[CH:30]=[CH:29][C:28]([Cl:31])=[CH:27][CH:26]=1.Cl.[OH-].[Na+], predict the reaction product. The product is: [Cl:31][C:28]1[CH:27]=[CH:26][C:25]([C:15]2[N:16]=[C:17]([C:19]3[CH:24]=[CH:23][CH:22]=[CH:21][CH:20]=3)[S:18][C:14]=2[CH2:3][CH2:2][C:1]([OH:7])=[O:6])=[CH:30][CH:29]=1.